Dataset: Full USPTO retrosynthesis dataset with 1.9M reactions from patents (1976-2016). Task: Predict the reactants needed to synthesize the given product. (1) Given the product [O:20]1[CH2:21][CH2:22][C:18]([C:10]2[C:9]([CH3:23])=[C:8]([N:5]3[C:4](=[O:24])[C:3]([O:25][CH3:26])=[C:2]([S:33][CH3:32])[CH:7]=[N:6]3)[CH:13]=[CH:12][C:11]=2[S:14]([CH3:17])(=[O:16])=[O:15])=[N:19]1, predict the reactants needed to synthesize it. The reactants are: Br[C:2]1[CH:7]=[N:6][N:5]([C:8]2[CH:13]=[CH:12][C:11]([S:14]([CH3:17])(=[O:16])=[O:15])=[C:10]([C:18]3[CH2:22][CH2:21][O:20][N:19]=3)[C:9]=2[CH3:23])[C:4](=[O:24])[C:3]=1[O:25][CH3:26].CN(C)C=O.[CH3:32][S-:33].[Na+]. (2) Given the product [C:8]([C:7]1[C:2]2[N:1]=[C:12]([C:14]3[CH:23]=[CH:22][C:17]([C:18]([O:20][CH3:21])=[O:19])=[CH:16][N:15]=3)[NH:11][C:3]=2[CH:4]=[CH:5][CH:6]=1)(=[O:10])[NH2:9], predict the reactants needed to synthesize it. The reactants are: [NH2:1][C:2]1[C:7]([C:8](=[O:10])[NH2:9])=[CH:6][CH:5]=[CH:4][C:3]=1[NH:11][C:12]([C:14]1[CH:23]=[CH:22][C:17]([C:18]([O:20][CH3:21])=[O:19])=[CH:16][N:15]=1)=O. (3) Given the product [CH3:1][N:2]1[CH2:3][CH2:4][N:5]([CH2:8][C:9]([NH:45][C:46]2[CH:51]=[CH:50][C:49]([CH:52]3[CH2:66][N:56]4[C:57](=[O:65])[NH:58][C:59]5[CH:60]=[CH:61][CH:62]=[CH:63][C:64]=5[C:55]4=[N:54][CH2:53]3)=[CH:48][CH:47]=2)=[O:11])[CH2:6][CH2:7]1, predict the reactants needed to synthesize it. The reactants are: [CH3:1][N:2]1[CH2:7][CH2:6][N:5]([CH2:8][C:9]([OH:11])=O)[CH2:4][CH2:3]1.C(N(CC)C(C)C)(C)C.CN(C(ON1N=NC2C=CC=CC1=2)=[N+](C)C)C.F[P-](F)(F)(F)(F)F.[NH2:45][C:46]1[CH:51]=[CH:50][C:49]([CH:52]2[CH2:66][N:56]3[C:57](=[O:65])[NH:58][C:59]4[CH:60]=[CH:61][CH:62]=[CH:63][C:64]=4[C:55]3=[N:54][CH2:53]2)=[CH:48][CH:47]=1. (4) Given the product [Cl:4][C:5]1[CH:6]=[C:7]([N:12]2[CH:16]=[C:15]([CH:17]([OH:18])[CH3:19])[N:14]=[CH:13]2)[CH:8]=[CH:9][C:10]=1[Cl:11], predict the reactants needed to synthesize it. The reactants are: C[Mg]I.[Cl:4][C:5]1[CH:6]=[C:7]([N:12]2[CH:16]=[C:15]([CH:17]=[O:18])[N:14]=[CH:13]2)[CH:8]=[CH:9][C:10]=1[Cl:11].[CH2:19]1COCC1.[Cl-].[NH4+].